Dataset: Reaction yield outcomes from USPTO patents with 853,638 reactions. Task: Predict the reaction yield, written as a fraction of the theoretical maximum amount of product (1.0 means a 100% yield; for example, 0.34 means a 34% yield). (1) The reactants are C(OOC(=O)C1C=CC=CC=1)(=O)C1C=CC=CC=1.[CH2:19]([O:21][C:22](=[O:31])[CH2:23][C:24]1[CH:29]=[C:28]([CH3:30])[CH:27]=[CH:26][N:25]=1)[CH3:20].C1C(=O)N([Br:39])C(=O)C1.C1CCCCC1. The catalyst is C(Cl)(Cl)(Cl)Cl. The product is [Br:39][CH:23]([C:24]1[CH:29]=[C:28]([CH3:30])[CH:27]=[CH:26][N:25]=1)[C:22]([O:21][CH2:19][CH3:20])=[O:31]. The yield is 0.270. (2) The reactants are Cl.[Cl:2][C:3]1[N:4]=[CH:5][C:6]2[C:11]([CH:12]=1)=[CH:10][C:9]([C@H:13]([NH2:15])[CH3:14])=[CH:8][CH:7]=2.C(N(CC)CC)C.[C:23](O[C:23]([O:25][C:26]([CH3:29])([CH3:28])[CH3:27])=[O:24])([O:25][C:26]([CH3:29])([CH3:28])[CH3:27])=[O:24]. The catalyst is ClCCl. The product is [C:26]([O:25][C:23](=[O:24])[NH:15][C@@H:13]([C:9]1[CH:10]=[C:11]2[C:6](=[CH:7][CH:8]=1)[CH:5]=[N:4][C:3]([Cl:2])=[CH:12]2)[CH3:14])([CH3:29])([CH3:28])[CH3:27]. The yield is 0.790. (3) The reactants are [C:1]([S:5][C:6]1[CH:11]=[CH:10][C:9]([N:12]([CH2:18][CH2:19][C:20]([O:22]CC)=O)[C:13](=[O:17])[CH2:14][C:15]#[N:16])=[CH:8][CH:7]=1)([CH3:4])([CH3:3])[CH3:2].N1(C2CCCCCCCCCC2)CCCN=CCCCCC1. The catalyst is CO. The product is [C:1]([S:5][C:6]1[CH:11]=[CH:10][C:9]([N:12]2[CH2:18][CH2:19][C:20]([OH:22])=[C:14]([C:15]#[N:16])[C:13]2=[O:17])=[CH:8][CH:7]=1)([CH3:2])([CH3:3])[CH3:4]. The yield is 0.830. (4) The reactants are [CH3:1][N:2]([S:21]([C:24]1[CH:29]=[CH:28][CH:27]=[CH:26][N:25]=1)(=[O:23])=[O:22])[C:3]1[CH:4]=[CH:5][CH:6]=[C:7]2[C:11]=1[NH:10][C:9]([C:12]1[S:13][CH:14]([CH2:17][C:18](O)=[O:19])[CH2:15][N:16]=1)=[CH:8]2.C[N:31](C)C=O.Cl.CN(C)CCCN=C=NCC. The catalyst is C(OCC)(=O)C. The product is [CH3:1][N:2]([S:21]([C:24]1[CH:29]=[CH:28][CH:27]=[CH:26][N:25]=1)(=[O:22])=[O:23])[C:3]1[CH:4]=[CH:5][CH:6]=[C:7]2[C:11]=1[NH:10][C:9]([C:12]1[S:13][CH:14]([CH2:17][C:18]([NH2:31])=[O:19])[CH2:15][N:16]=1)=[CH:8]2. The yield is 0.790. (5) The reactants are [CH3:1]I.[CH2:3]([O:5][C:6](=[O:22])[C:7](=[C:13]([SH:21])[NH:14][C:15]1[CH:20]=[CH:19][CH:18]=[CH:17][CH:16]=1)[C:8]([O:10][CH2:11][CH3:12])=[O:9])[CH3:4].[Na]. The catalyst is CN(C=O)C. The product is [CH2:11]([O:10][C:8](=[O:9])[C:7](=[C:13]([S:21][CH3:1])[NH:14][C:15]1[CH:16]=[CH:17][CH:18]=[CH:19][CH:20]=1)[C:6]([O:5][CH2:3][CH3:4])=[O:22])[CH3:12]. The yield is 0.840.